Task: Predict the product of the given reaction.. Dataset: Forward reaction prediction with 1.9M reactions from USPTO patents (1976-2016) (1) Given the reactants S(=O)(=O)(O)O.[N+:6]([O-:9])(O)=[O:7].[Cl:10][C:11]1[CH:16]=[CH:15][C:14]([F:17])=[CH:13][C:12]=1[CH3:18], predict the reaction product. The product is: [Cl:10][C:11]1[CH:16]=[C:15]([N+:6]([O-:9])=[O:7])[C:14]([F:17])=[CH:13][C:12]=1[CH3:18]. (2) Given the reactants [Cl:1][C:2]1[C:7]([N:8]([CH3:10])[CH3:9])=[CH:6][C:5]([C:11]2[CH:12]=[C:13]3[C:18](=[CH:19][CH:20]=2)[N:17]=[CH:16][CH:15]=[C:14]3Cl)=[CH:4][N:3]=1.[C:22]1([CH:28]([N:30]2[CH2:35][CH2:34][NH:33][CH2:32][CH2:31]2)[CH3:29])[CH:27]=[CH:26][CH:25]=[CH:24][CH:23]=1, predict the reaction product. The product is: [Cl:1][C:2]1[C:7]([N:8]([CH3:10])[CH3:9])=[CH:6][C:5]([C:11]2[CH:12]=[C:13]3[C:18](=[CH:19][CH:20]=2)[N:17]=[CH:16][CH:15]=[C:14]3[N:33]2[CH2:34][CH2:35][N:30]([CH:28]([C:22]3[CH:27]=[CH:26][CH:25]=[CH:24][CH:23]=3)[CH3:29])[CH2:31][CH2:32]2)=[CH:4][N:3]=1. (3) The product is: [Cl:1][C:2]1[CH:7]=[C:6]([C:8]([F:11])([F:10])[F:9])[CH:5]=[CH:4][C:3]=1[O:13][C:14]1[CH:19]=[CH:18][C:17]([B:20]([OH:22])[OH:21])=[CH:16][CH:15]=1. Given the reactants [Cl:1][C:2]1[CH:7]=[C:6]([C:8]([F:11])([F:10])[F:9])[CH:5]=[CH:4][C:3]=1F.[OH:13][C:14]1[CH:19]=[CH:18][C:17]([B:20]([OH:22])[OH:21])=[CH:16][CH:15]=1.C(=O)([O-])[O-].[K+].[K+].Cl, predict the reaction product. (4) Given the reactants Cl[C:2]1[N:3]=[C:4]([N:14]2[CH2:19][CH2:18][O:17][CH2:16][CH2:15]2)[C:5]2[N:11]=[C:10]([CH2:12][OH:13])[CH:9]=[CH:8][C:6]=2[N:7]=1.[Si]([N:27]1[C:35]2[C:30](=[C:31](B3OC(C)(C)C(C)(C)O3)[C:32]([F:36])=[CH:33][CH:34]=2)[CH:29]=[CH:28]1)(C(C)(C)C)(C)C, predict the reaction product. The product is: [F:36][C:32]1[C:31]([C:2]2[N:3]=[C:4]([N:14]3[CH2:19][CH2:18][O:17][CH2:16][CH2:15]3)[C:5]3[N:11]=[C:10]([CH2:12][OH:13])[CH:9]=[CH:8][C:6]=3[N:7]=2)=[C:30]2[C:35](=[CH:34][CH:33]=1)[NH:27][CH:28]=[CH:29]2. (5) Given the reactants Br[C:2]1[CH:7]=[CH:6][C:5]([Br:8])=[CH:4][CH:3]=1.[Li]CCCC.[F:14][C:15]([F:21])([F:20])[C:16](=[O:19])[CH2:17][CH3:18], predict the reaction product. The product is: [Br:8][C:5]1[CH:6]=[CH:7][C:2]([C:16]([OH:19])([CH2:17][CH3:18])[C:15]([F:21])([F:20])[F:14])=[CH:3][CH:4]=1. (6) Given the reactants [C:1]1([C:7](=[O:19])[CH2:8][CH2:9][CH2:10][C:11]([C:13]2[CH:18]=[CH:17][CH:16]=[CH:15][CH:14]=2)=[O:12])[CH:6]=[CH:5][CH:4]=[CH:3][CH:2]=1.[H-].[H-].[H-].[H-].[Li+].[Al+3].O1CCCC1.O, predict the reaction product. The product is: [C:13]1([CH:11]([OH:12])[CH2:10][CH2:9][CH2:8][CH:7]([C:1]2[CH:6]=[CH:5][CH:4]=[CH:3][CH:2]=2)[OH:19])[CH:14]=[CH:15][CH:16]=[CH:17][CH:18]=1. (7) Given the reactants Cl[C:2]1[N:7]=[N:6][C:5]([N:8]2[CH2:13][CH2:12][N:11]([C:14]([CH:16]3[CH2:21][CH2:20][C:19]([F:23])([F:22])[CH2:18][CH2:17]3)=[O:15])[CH2:10][C@H:9]2[CH3:24])=[C:4]2[CH:25]=[N:26][CH:27]=[CH:28][C:3]=12.[C:29]([C:31]1[CH:36]=[CH:35][C:34](B(O)O)=[CH:33][CH:32]=1)#[N:30].C1(P(C2CCCCC2)C2C(OC)=CC=CC=2OC)CCCCC1.[O-]P([O-])([O-])=O.[K+].[K+].[K+], predict the reaction product. The product is: [F:22][C:19]1([F:23])[CH2:20][CH2:21][CH:16]([C:14]([N:11]2[CH2:12][CH2:13][N:8]([C:5]3[N:6]=[N:7][C:2]([C:34]4[CH:35]=[CH:36][C:31]([C:29]#[N:30])=[CH:32][CH:33]=4)=[C:3]4[CH:28]=[CH:27][N:26]=[CH:25][C:4]=34)[C@H:9]([CH3:24])[CH2:10]2)=[O:15])[CH2:17][CH2:18]1. (8) Given the reactants [CH3:1][C:2]1[CH:11]=[C:10]([NH:12][C:13]2[CH:14]=[C:15]([CH:31]=[C:32]([C:34]([F:37])([F:36])[F:35])[CH:33]=2)[O:16][CH2:17][CH2:18][CH2:19][N:20]2[C:28](=O)[C:27]3[C:22](=[CH:23][CH:24]=[CH:25][CH:26]=3)[C:21]2=O)[C:9]2[C:4](=[CH:5][CH:6]=[CH:7][CH:8]=2)[N:3]=1.[H-].[Al+3].[Li+].[H-].[H-].[H-].O.O.O.O.O.O.O.O.O.O.S([O-])([O-])(=O)=O.[Na+].[Na+], predict the reaction product. The product is: [CH2:21]1[C:22]2[C:27](=[CH:26][CH:25]=[CH:24][CH:23]=2)[CH2:28][N:20]1[CH2:19][CH2:18][CH2:17][O:16][C:15]1[CH:14]=[C:13]([NH:12][C:10]2[C:9]3[C:4](=[CH:5][CH:6]=[CH:7][CH:8]=3)[N:3]=[C:2]([CH3:1])[CH:11]=2)[CH:33]=[C:32]([C:34]([F:35])([F:37])[F:36])[CH:31]=1.